This data is from Forward reaction prediction with 1.9M reactions from USPTO patents (1976-2016). The task is: Predict the product of the given reaction. (1) Given the reactants [Cl:1][C:2]1[C:7]([CH:8]2OC(C)(C)C(C)(C)O2)=[CH:6][C:5]([S:17]([N:20]([C:22]2[CH:27]=[CH:26][CH:25]=[CH:24][C:23]=2[O:28][CH3:29])[CH3:21])(=[O:19])=[O:18])=[C:4]([F:30])[CH:3]=1.BrC1[C:33]([Cl:39])=[CH:34][C:35]([CH3:38])=[N:36][CH:37]=1.C([O-])([O-])=O.[K+].[K+], predict the reaction product. The product is: [Cl:1][C:2]1[C:7]([C:8]2[CH:37]=[N:36][C:35]([CH3:38])=[CH:34][C:33]=2[Cl:39])=[CH:6][C:5]([S:17]([N:20]([C:22]2[CH:27]=[CH:26][CH:25]=[CH:24][C:23]=2[O:28][CH3:29])[CH3:21])(=[O:19])=[O:18])=[C:4]([F:30])[CH:3]=1. (2) Given the reactants C[Al](C)C.C1(C)C=CC=CC=1.[Br:12][C:13]1[CH:19]=[CH:18][C:16]([NH2:17])=[CH:15][CH:14]=1.[Cl:20][C:21]1[CH:26]=[CH:25][C:24]([CH2:27][NH:28][C:29]([C:31]2([C:34]([F:37])([F:36])[F:35])[CH2:33][CH2:32]2)=[O:30])=[CH:23][C:22]=1[NH:38][C:39]1[N:43]([CH3:44])[C:42]2[CH:45]=[C:46]([O:54][CH2:55][CH:56]([F:58])[F:57])[C:47]([C:49](OCC)=[O:50])=[CH:48][C:41]=2[N:40]=1, predict the reaction product. The product is: [Br:12][C:13]1[CH:19]=[CH:18][C:16]([NH:17][C:49]([C:47]2[C:46]([O:54][CH2:55][CH:56]([F:58])[F:57])=[CH:45][C:42]3[N:43]([CH3:44])[C:39]([NH:38][C:22]4[CH:23]=[C:24]([CH2:27][NH:28][C:29]([C:31]5([C:34]([F:36])([F:37])[F:35])[CH2:33][CH2:32]5)=[O:30])[CH:25]=[CH:26][C:21]=4[Cl:20])=[N:40][C:41]=3[CH:48]=2)=[O:50])=[CH:15][CH:14]=1. (3) Given the reactants Br[C:2]1[S:6][CH:5]=[C:4]([C:7]([N:9]2[CH2:15][CH2:14][CH2:13][C:12]([CH3:17])([CH3:16])[CH2:11][CH2:10]2)=[O:8])[CH:3]=1.[CH3:18][C:19]1[C:23](B2OC(C)(C)C(C)(C)O2)=[CH:22][NH:21][N:20]=1.C(=O)([O-])[O-].[Cs+].[Cs+], predict the reaction product. The product is: [CH3:16][C:12]1([CH3:17])[CH2:13][CH2:14][CH2:15][N:9]([C:7]([C:4]2[CH:3]=[C:2]([C:23]3[C:19]([CH3:18])=[N:20][NH:21][CH:22]=3)[S:6][CH:5]=2)=[O:8])[CH2:10][CH2:11]1. (4) Given the reactants [F:1][C:2]1[C:3]([NH:13][CH3:14])=[CH:4][C:5]2[O:10][CH2:9][NH:8][C:7](=[O:11])[C:6]=2[CH:12]=1.I[C:16]1[CH:17]=[CH:18][C:19]([NH2:22])=[N:20][CH:21]=1.P([O-])([O-])([O-])=O.[K+].[K+].[K+].O, predict the reaction product. The product is: [NH2:22][C:19]1[N:20]=[CH:21][C:16]([N:8]2[C:7](=[O:11])[C:6]3[CH:12]=[C:2]([F:1])[C:3]([NH:13][CH3:14])=[CH:4][C:5]=3[O:10][CH2:9]2)=[CH:17][CH:18]=1.